This data is from Reaction yield outcomes from USPTO patents with 853,638 reactions. The task is: Predict the reaction yield, written as a fraction of the theoretical maximum amount of product (1.0 means a 100% yield; for example, 0.34 means a 34% yield). (1) The reactants are [Cl:1][C:2]1[CH:3]=[C:4]([C:9]2[CH:17]=[CH:16][CH:15]=[C:14]3[C:10]=2[CH2:11][C:12](=[O:18])[NH:13]3)[CH:5]=[CH:6][C:7]=1[F:8].[N:19]1([CH2:24][CH2:25][NH:26][C:27]([C:29]2[C:33]([CH3:34])=[C:32]([CH:35]=O)[NH:31][C:30]=2[CH3:37])=[O:28])[CH:23]=[CH:22][N:21]=[N:20]1. The catalyst is C(O)C.N1CCCCC1. The product is [N:19]1([CH2:24][CH2:25][NH:26][C:27]([C:29]2[C:33]([CH3:34])=[C:32]([CH:35]=[C:11]3[C:10]4[C:14](=[CH:15][CH:16]=[CH:17][C:9]=4[C:4]4[CH:5]=[CH:6][C:7]([F:8])=[C:2]([Cl:1])[CH:3]=4)[NH:13][C:12]3=[O:18])[NH:31][C:30]=2[CH3:37])=[O:28])[CH:23]=[CH:22][N:21]=[N:20]1. The yield is 0.450. (2) The reactants are [C:1]([NH:4][C:5]1[CH:6]=[C:7]2[C:11](=[CH:12][CH:13]=1)[C:10]1([C:17](=[O:18])[N:16]([CH2:19][C:20](O)=[O:21])[C:15](=[O:23])[NH:14]1)[CH2:9][CH2:8]2)(=[O:3])[CH3:2].[CH2:24]([NH:31][C@H:32]([CH:34]1[CH2:36][CH2:35]1)[CH3:33])[C:25]1[CH:30]=[CH:29][CH:28]=[CH:27][CH:26]=1.CN(C(ON1N=NC2C=CC=NC1=2)=[N+](C)C)C.F[P-](F)(F)(F)(F)F.CCN(C(C)C)C(C)C. The catalyst is C(Cl)Cl. The product is [C:1]([NH:4][C:5]1[CH:6]=[C:7]2[C:11](=[CH:12][CH:13]=1)[C:10]1([C:17](=[O:18])[N:16]([CH2:19][C:20]([N:31]([CH2:24][C:25]3[CH:30]=[CH:29][CH:28]=[CH:27][CH:26]=3)[C@H:32]([CH:34]3[CH2:36][CH2:35]3)[CH3:33])=[O:21])[C:15](=[O:23])[NH:14]1)[CH2:9][CH2:8]2)(=[O:3])[CH3:2]. The yield is 0.600. (3) The reactants are [CH:1]([Mg]Br)=[CH2:2].[CH:5]1([C:8]2[O:9][C:10]3[C:11](=[C:13]([C:30]#[N:31])[C:14]([CH3:29])=[C:15]([C:23]4[CH:28]=[CH:27][CH:26]=[CH:25][CH:24]=4)[C:16]=3[CH:17]([CH2:21]I)[CH2:18][CH:19]=[CH2:20])[N:12]=2)[CH2:7][CH2:6]1.[Cl-].[NH4+]. The catalyst is O1CCCC1.[Cu]I. The product is [CH2:18]([CH:17]([C:16]1[C:15]([C:23]2[CH:28]=[CH:27][CH:26]=[CH:25][CH:24]=2)=[C:14]([CH3:29])[C:13]([C:30]#[N:31])=[C:11]2[C:10]=1[O:9][C:8]([CH:5]1[CH2:7][CH2:6]1)=[N:12]2)[CH2:21][CH:1]=[CH2:2])[CH:19]=[CH2:20]. The yield is 0.730. (4) The product is [NH2:14][C:15]1[CH:20]=[CH:19][C:18]([C:21]2([C:28]#[N:29])[CH2:26][CH2:25][N:24]([CH3:27])[CH2:23][CH2:22]2)=[CH:17][CH:16]=1. The reactants are C(=[N:14][C:15]1[CH:20]=[CH:19][C:18]([C:21]2([C:28]#[N:29])[CH2:26][CH2:25][N:24]([CH3:27])[CH2:23][CH2:22]2)=[CH:17][CH:16]=1)(C1C=CC=CC=1)C1C=CC=CC=1.C([O-])(=O)C.[Na+].Cl.NO. The yield is 0.890. The catalyst is CO.